From a dataset of Full USPTO retrosynthesis dataset with 1.9M reactions from patents (1976-2016). Predict the reactants needed to synthesize the given product. (1) Given the product [CH3:29][O:28][C:25]1[CH:26]=[CH:27][C:22]([C:19]2([C:17]([NH:16][C:11]3[CH:12]=[CH:13][C:14]([CH3:15])=[C:9]([C:8]4[C:3](=[O:2])[NH:4][CH:5]=[CH:6][CH:7]=4)[N:10]=3)=[O:18])[CH2:20][CH2:21]2)=[CH:23][CH:24]=1, predict the reactants needed to synthesize it. The reactants are: C[O:2][C:3]1[C:8]([C:9]2[C:14]([CH3:15])=[CH:13][CH:12]=[C:11]([NH:16][C:17]([C:19]3([C:22]4[CH:27]=[CH:26][C:25]([O:28][CH3:29])=[CH:24][CH:23]=4)[CH2:21][CH2:20]3)=[O:18])[N:10]=2)=[CH:7][CH:6]=[CH:5][N:4]=1.Cl. (2) The reactants are: [OH:1][C:2]1[CH:3]=[C:4]([CH:9]=[CH:10][C:11]=1[O:12][CH3:13])[C:5]([O:7][CH3:8])=[O:6].Br[CH2:15][CH2:16][CH2:17][Cl:18].C(=O)([O-])[O-].[K+].[K+]. Given the product [Cl:18][CH2:17][CH2:16][CH2:15][O:1][C:2]1[CH:3]=[C:4]([CH:9]=[CH:10][C:11]=1[O:12][CH3:13])[C:5]([O:7][CH3:8])=[O:6], predict the reactants needed to synthesize it. (3) Given the product [CH3:1][CH:2]([N:10]1[CH:14]=[C:13]([C:15]2[C:16]3[CH:23]=[CH:22][N:21]([CH2:24][O:25][CH2:26][CH2:27][Si:28]([CH3:30])([CH3:29])[CH3:31])[C:17]=3[N:18]=[CH:19][N:20]=2)[CH:12]=[N:11]1)[CH2:3][N:4]1[CH2:9][CH2:8][N:7]([S:47]([C:44]2[CH:45]=[CH:46][N:42]([CH3:41])[N:43]=2)(=[O:49])=[O:48])[CH2:6][CH2:5]1, predict the reactants needed to synthesize it. The reactants are: [CH3:1][CH:2]([N:10]1[CH:14]=[C:13]([C:15]2[C:16]3[CH:23]=[CH:22][N:21]([CH2:24][O:25][CH2:26][CH2:27][Si:28]([CH3:31])([CH3:30])[CH3:29])[C:17]=3[N:18]=[CH:19][N:20]=2)[CH:12]=[N:11]1)[CH2:3][N:4]1[CH2:9][CH2:8][NH:7][CH2:6][CH2:5]1.CCN(C(C)C)C(C)C.[CH3:41][N:42]1[CH:46]=[CH:45][C:44]([S:47](Cl)(=[O:49])=[O:48])=[N:43]1. (4) Given the product [CH2:22]([O:21][CH:18]([O:20][CH2:3][CH3:4])[C:19]1[CH:8]=[CH:7][C:6]([CH:10]=[O:9])=[N:12][CH:11]=1)[CH3:23], predict the reactants needed to synthesize it. The reactants are: C([Li])C[CH2:3][CH3:4].[CH2:6]1[CH2:10][O:9][CH2:8][CH2:7]1.[CH3:11][N:12](C=O)C.[Cl-].[NH4+].[C:18]([O:21][CH2:22][CH3:23])(=[O:20])[CH3:19].